Dataset: Full USPTO retrosynthesis dataset with 1.9M reactions from patents (1976-2016). Task: Predict the reactants needed to synthesize the given product. (1) Given the product [Br:13][C:14]1[CH:15]=[CH:16][C:17]([CH2:20][CH2:21][NH:23][CH3:24])=[CH:18][CH:19]=1, predict the reactants needed to synthesize it. The reactants are: BrC1C=CC(CCCNC)=CC=1.[Br:13][C:14]1[CH:19]=[CH:18][C:17]([CH2:20][C:21]([NH:23][CH3:24])=O)=[CH:16][CH:15]=1.B. (2) The reactants are: O[C:2]1[CH:10]=[C:9]2[C:5]([CH2:6][O:7][C:8]2=[O:11])=[CH:4][CH:3]=1.[C:12]([O-])([O-])=[O:13].[K+].[K+].S(OC)([O:21][CH3:22])(=O)=O. Given the product [O:13]([C:4]1[CH:3]=[CH:2][CH:10]=[C:9]2[C:5]=1[CH2:6][O:7][C:8]2=[O:11])[CH3:12].[O:21]([C:10]1[CH:2]=[CH:3][CH:4]=[C:5]2[C:9]=1[C:8](=[O:11])[O:7][CH2:6]2)[CH3:22], predict the reactants needed to synthesize it.